Dataset: Forward reaction prediction with 1.9M reactions from USPTO patents (1976-2016). Task: Predict the product of the given reaction. The product is: [Br:1][C:2]1[CH:3]=[CH:4][C:5]2[O:14][CH2:13][CH2:12][C:11]3[CH:10]=[C:9]([C:15]4[N:24]([C:23]5[CH:25]=[CH:26][C:27]([F:29])=[CH:28][C:22]=5[Cl:21])[CH:17]=[N:18][N:19]=4)[S:8][C:7]=3[C:6]=2[CH:20]=1. Given the reactants [Br:1][C:2]1[CH:3]=[CH:4][C:5]2[O:14][CH2:13][CH2:12][C:11]3[CH:10]=[C:9]([C:15]4O[CH:17]=[N:18][N:19]=4)[S:8][C:7]=3[C:6]=2[CH:20]=1.[Cl:21][C:22]1[CH:28]=[C:27]([F:29])[CH:26]=[CH:25][C:23]=1[NH2:24].C(O)(C(F)(F)F)=O.C1(C)C=CC=CC=1, predict the reaction product.